The task is: Predict which catalyst facilitates the given reaction.. This data is from Catalyst prediction with 721,799 reactions and 888 catalyst types from USPTO. (1) Reactant: [CH:1]1([N:5]2[CH2:10][CH2:9][CH:8]([O:11][C:12]3[CH:17]=[CH:16][C:15]([N:18]4[CH:22]=[C:21]([C:23]([NH2:25])=O)[N:20]=[N:19]4)=[CH:14][CH:13]=3)[CH2:7][CH2:6]2)[CH2:4][CH2:3][CH2:2]1.CN(C)C=O.S(Cl)([Cl:33])=O.O. Product: [ClH:33].[CH:1]1([N:5]2[CH2:10][CH2:9][CH:8]([O:11][C:12]3[CH:13]=[CH:14][C:15]([N:18]4[CH:22]=[C:21]([C:23]#[N:25])[N:20]=[N:19]4)=[CH:16][CH:17]=3)[CH2:7][CH2:6]2)[CH2:2][CH2:3][CH2:4]1. The catalyst class is: 8. (2) Reactant: [CH3:1][N:2]([CH3:19])[CH2:3][CH2:4][N:5]1[CH:14]=[CH:13][C:12]2[C:7](=[CH:8][CH:9]=[CH:10][C:11]=2[N+:15]([O-])=O)[C:6]1=[O:18].[Sn](Cl)Cl. Product: [NH2:15][C:11]1[CH:10]=[CH:9][CH:8]=[C:7]2[C:12]=1[CH:13]=[CH:14][N:5]([CH2:4][CH2:3][N:2]([CH3:19])[CH3:1])[C:6]2=[O:18]. The catalyst class is: 1. (3) Reactant: [Cl:1][CH2:2][C:3]1[CH:11]=[CH:10][C:6]([C:7](Cl)=[O:8])=[CH:5][CH:4]=1.[NH2:12][C:13]1[CH:14]=[C:15]([C:27]2[CH:32]=[CH:31][CH:30]=[CH:29][CH:28]=2)[CH:16]=[CH:17][C:18]=1[NH:19][C:20](=[O:26])[O:21][C:22]([CH3:25])([CH3:24])[CH3:23].CCN(C(C)C)C(C)C.C([O-])(O)=O.[Na+]. Product: [Cl:1][CH2:2][C:3]1[CH:11]=[CH:10][C:6]([C:7]([NH:12][C:13]2[CH:14]=[C:15]([C:27]3[CH:28]=[CH:29][CH:30]=[CH:31][CH:32]=3)[CH:16]=[CH:17][C:18]=2[NH:19][C:20](=[O:26])[O:21][C:22]([CH3:25])([CH3:24])[CH3:23])=[O:8])=[CH:5][CH:4]=1. The catalyst class is: 1. (4) Reactant: [Cl:1][C:2]1[N:10]=[C:9]2[C:5]([NH:6][CH:7]=[N:8]2)=[C:4](Cl)[N:3]=1.[OH-:12].[Na+]. Product: [Cl:1][C:2]1[NH:3][C:4](=[O:12])[C:5]2[NH:6][CH:7]=[N:8][C:9]=2[N:10]=1. The catalyst class is: 6. (5) Product: [N:28]1([CH2:2][CH2:3][CH2:4][O:5][C:6]2[CH:14]=[CH:13][C:12]3[N:11]4[CH2:15][CH2:16][NH:17][C:18](=[O:19])[C:10]4=[CH:9][C:8]=3[CH:7]=2)[CH2:33][CH2:32][CH2:31][CH2:30][CH2:29]1. The catalyst class is: 131. Reactant: Cl[CH2:2][CH2:3][CH2:4][O:5][C:6]1[CH:14]=[CH:13][C:12]2[N:11]3[CH2:15][CH2:16][NH:17][C:18](=[O:19])[C:10]3=[CH:9][C:8]=2[CH:7]=1.C(=O)([O-])[O-].[K+].[K+].[I-].[K+].[NH:28]1[CH2:33][CH2:32][CH2:31][CH2:30][CH2:29]1.C(=O)(O)[O-].[Na+].